From a dataset of Reaction yield outcomes from USPTO patents with 853,638 reactions. Predict the reaction yield, written as a fraction of the theoretical maximum amount of product (1.0 means a 100% yield; for example, 0.34 means a 34% yield). The reactants are [C:1]([C:5]1[CH:12]=[CH:11][C:8]([CH:9]=O)=[CH:7][CH:6]=1)([CH3:4])([CH3:3])[CH3:2].Cl.[F:14][C:15]1[CH:20]=[CH:19][C:18]([CH2:21][CH2:22][NH2:23])=[CH:17][C:16]=1[C:24]([F:27])([F:26])[F:25].C(=O)([O-])[O-].[K+].[K+].[BH4-].[Na+].Cl. The catalyst is CO. The product is [C:1]([C:5]1[CH:12]=[CH:11][C:8]([CH2:9][NH:23][CH2:22][CH2:21][C:18]2[CH:19]=[CH:20][C:15]([F:14])=[C:16]([C:24]([F:27])([F:25])[F:26])[CH:17]=2)=[CH:7][CH:6]=1)([CH3:4])([CH3:3])[CH3:2]. The yield is 0.900.